Dataset: Forward reaction prediction with 1.9M reactions from USPTO patents (1976-2016). Task: Predict the product of the given reaction. (1) Given the reactants [F:1][C:2]1[CH:3]=[C:4]([CH2:21][OH:22])[CH:5]=[C:6]([F:20])[C:7]=1[O:8][C:9]1[CH:14]=[CH:13][C:12]([C:15]([F:18])([F:17])[F:16])=[C:11]([F:19])[CH:10]=1.[H-].[Na+].Cl[C:26]1[CH:27]=[C:28]2[N:35]([CH3:36])[CH2:34][CH2:33][N:29]2[C:30](=[O:32])[N:31]=1, predict the reaction product. The product is: [F:1][C:2]1[CH:3]=[C:4]([CH:5]=[C:6]([F:20])[C:7]=1[O:8][C:9]1[CH:14]=[CH:13][C:12]([C:15]([F:17])([F:18])[F:16])=[C:11]([F:19])[CH:10]=1)[CH2:21][O:22][C:26]1[CH:27]=[C:28]2[N:35]([CH3:36])[CH2:34][CH2:33][N:29]2[C:30](=[O:32])[N:31]=1. (2) The product is: [Br:1][C:2]1[CH:19]=[CH:18][C:5]2[CH:6]=[CH:7][C:8]3[CH:15]=[C:14]([Cl:16])[CH:13]=[CH:12][C:9]=3[NH:10][CH2:11][C:4]=2[CH:3]=1. Given the reactants [Br:1][C:2]1[CH:19]=[CH:18][C:5]2[CH2:6][CH:7](O)[C:8]3[CH:15]=[C:14]([Cl:16])[CH:13]=[CH:12][C:9]=3[NH:10][CH2:11][C:4]=2[CH:3]=1.Cl, predict the reaction product. (3) Given the reactants ClC1C=C([C:9]2[N:13]3[C:14]4[N:22]=[C:21]([O:23][CH3:24])[CH:20]=[CH:19][C:15]=4[N:16]=[C:17]([CH3:18])[C:12]3=[C:11]([CH3:25])[N:10]=2)C=C(Cl)C=1.[F:26][C:27]1[C:32]([O:33][CH3:34])=[CH:31][CH:30]=[CH:29][C:28]=1B(O)O, predict the reaction product. The product is: [F:26][C:27]1[C:32]([O:33][CH3:34])=[CH:31][CH:30]=[CH:29][C:28]=1[C:9]1[N:13]2[C:14]3[N:22]=[C:21]([O:23][CH3:24])[CH:20]=[CH:19][C:15]=3[N:16]=[C:17]([CH3:18])[C:12]2=[C:11]([CH3:25])[N:10]=1. (4) Given the reactants [NH2:1][C:2]1[N:7]=[CH:6][C:5]([C:8]2[NH:12][C:11]([CH2:13][N:14]3[C:19]([CH3:20])=[CH:18][C:17]([C:21]4[CH:26]=[C:25]([Cl:27])[CH:24]=[CH:23][C:22]=4[N:28]4[CH:32]=[N:31][N:30]=[N:29]4)=[CH:16][C:15]3=[O:33])=[N:10][CH:9]=2)=[CH:4][CH:3]=1.Cl[C:35]([O:37][CH3:38])=[O:36], predict the reaction product. The product is: [CH3:38][O:37][C:35](=[O:36])[NH:1][C:2]1[CH:3]=[CH:4][C:5]([C:8]2[NH:12][C:11]([CH2:13][N:14]3[C:19]([CH3:20])=[CH:18][C:17]([C:21]4[CH:26]=[C:25]([Cl:27])[CH:24]=[CH:23][C:22]=4[N:28]4[CH:32]=[N:31][N:30]=[N:29]4)=[CH:16][C:15]3=[O:33])=[N:10][CH:9]=2)=[CH:6][N:7]=1. (5) Given the reactants [C:1]1([C:7]2[NH:16][CH2:15][C:14]3[C:9](=[CH:10][CH:11]=[C:12]([N+:17]([O-:19])=[O:18])[CH:13]=3)[N:8]=2)[CH:6]=[CH:5][CH:4]=[CH:3][CH:2]=1.C1(Cl)C(=O)C(Cl)=C(Cl)C(=O)C=1Cl, predict the reaction product. The product is: [C:1]1([C:7]2[N:16]=[CH:15][C:14]3[C:9](=[CH:10][CH:11]=[C:12]([N+:17]([O-:19])=[O:18])[CH:13]=3)[N:8]=2)[CH:2]=[CH:3][CH:4]=[CH:5][CH:6]=1. (6) Given the reactants [Br:1][CH2:2][CH2:3][CH2:4][CH2:5][C:6]([CH3:16])([C:9]1C=CC(C)=CC=1)[CH2:7][OH:8].BrCCCCC(C)(C)C(OCC)=O.[Li+].[BH4-].CO, predict the reaction product. The product is: [Br:1][CH2:2][CH2:3][CH2:4][CH2:5][C:6]([CH3:16])([CH3:9])[CH2:7][OH:8]. (7) Given the reactants Cl[C:2]1[N:7]=[CH:6][N:5]=[C:4]([NH:8][C:9]2[CH:10]=[C:11]([CH2:15][S:16]([NH2:19])(=[O:18])=[O:17])[CH:12]=[CH:13][CH:14]=2)[N:3]=1.C([O-])([O-])=O.[K+].[K+].Cl.[F:27][C:28]1([F:34])[CH2:33][CH2:32][NH:31][CH2:30][CH2:29]1, predict the reaction product. The product is: [F:27][C:28]1([F:34])[CH2:33][CH2:32][N:31]([C:2]2[N:7]=[CH:6][N:5]=[C:4]([NH:8][C:9]3[CH:10]=[C:11]([CH2:15][S:16]([NH2:19])(=[O:18])=[O:17])[CH:12]=[CH:13][CH:14]=3)[N:3]=2)[CH2:30][CH2:29]1. (8) Given the reactants [CH:1]1([C:7]2[N:11]3[C:12]4[CH:18]=[CH:17][N:16](S(C5C=CC(C)=CC=5)(=O)=O)[C:13]=4[N:14]=[CH:15][C:10]3=[C:9]([CH2:29][CH2:30][C:31]([O:33]CC)=[O:32])[N:8]=2)[CH2:6][CH2:5][CH2:4][CH2:3][CH2:2]1.[OH-].[Na+].Cl, predict the reaction product. The product is: [CH:1]1([C:7]2[N:11]3[C:12]4[CH:18]=[CH:17][NH:16][C:13]=4[N:14]=[CH:15][C:10]3=[C:9]([CH2:29][CH2:30][C:31]([OH:33])=[O:32])[N:8]=2)[CH2:2][CH2:3][CH2:4][CH2:5][CH2:6]1. (9) Given the reactants [Cl:1][C:2]1[CH:21]=[CH:20][C:5]([C:6]([N:8]2[CH2:14][C:13]3[CH:15]=[CH:16][CH:17]=[CH:18][C:12]=3[NH:11][C:10](=[O:19])[CH2:9]2)=[O:7])=[CH:4][CH:3]=1.[H-].[Na+].[Br:24][C:25]1[CH:32]=[CH:31][C:28]([CH2:29]Br)=[CH:27][CH:26]=1.C(OCC)(=O)C, predict the reaction product. The product is: [Br:24][C:25]1[CH:32]=[CH:31][C:28]([CH2:29][N:11]2[C:12]3[CH:18]=[CH:17][CH:16]=[CH:15][C:13]=3[CH2:14][N:8]([C:6](=[O:7])[C:5]3[CH:20]=[CH:21][C:2]([Cl:1])=[CH:3][CH:4]=3)[CH2:9][C:10]2=[O:19])=[CH:27][CH:26]=1. (10) Given the reactants [Br:1][C:2]1[CH:16]=[CH:15][C:5]2[NH:6][C:7]([CH:9]3[CH2:14][CH2:13][NH:12][CH2:11][CH2:10]3)=[N:8][C:4]=2[CH:3]=1.[C:17](O[C:17]([O:19][C:20]([CH3:23])([CH3:22])[CH3:21])=[O:18])([O:19][C:20]([CH3:23])([CH3:22])[CH3:21])=[O:18], predict the reaction product. The product is: [Br:1][C:2]1[CH:16]=[CH:15][C:5]2[NH:6][C:7]([CH:9]3[CH2:10][CH2:11][N:12]([C:17]([O:19][C:20]([CH3:23])([CH3:22])[CH3:21])=[O:18])[CH2:13][CH2:14]3)=[N:8][C:4]=2[CH:3]=1.